Dataset: Peptide-MHC class I binding affinity with 185,985 pairs from IEDB/IMGT. Task: Regression. Given a peptide amino acid sequence and an MHC pseudo amino acid sequence, predict their binding affinity value. This is MHC class I binding data. (1) The peptide sequence is DAMIHKTYI. The MHC is HLA-A68:02 with pseudo-sequence HLA-A68:02. The binding affinity (normalized) is 0.587. (2) The peptide sequence is AVVEKWLGM. The MHC is HLA-A26:03 with pseudo-sequence HLA-A26:03. The binding affinity (normalized) is 0.628. (3) The peptide sequence is QSPQPVRVK. The MHC is HLA-B07:02 with pseudo-sequence HLA-B07:02. The binding affinity (normalized) is 0.0847. (4) The peptide sequence is LMKNKIRELM. The MHC is Mamu-B17 with pseudo-sequence Mamu-B17. The binding affinity (normalized) is 0.324. (5) The peptide sequence is VRSSPASF. The MHC is H-2-Db with pseudo-sequence H-2-Db. The binding affinity (normalized) is 0. (6) The peptide sequence is RAYRNALSM. The MHC is BoLA-JSP.1 with pseudo-sequence BoLA-JSP.1. The binding affinity (normalized) is 0.0641.